From a dataset of Reaction yield outcomes from USPTO patents with 853,638 reactions. Predict the reaction yield, written as a fraction of the theoretical maximum amount of product (1.0 means a 100% yield; for example, 0.34 means a 34% yield). (1) The reactants are [CH3:1][C:2]1[C:3]([C:11]2[S:15][C:14]([C:16]([OH:18])=O)=[CH:13][CH:12]=2)=[N:4][O:5][C:6]=1[C:7]([F:10])([F:9])[F:8].[OH:19][C:20]1([C:26]([F:29])([F:28])[F:27])[CH2:25][CH2:24][NH:23][CH2:22][CH2:21]1.C1COCC1.N1CCCCC1. The catalyst is C(N(CC)CC)C. The product is [OH:19][C:20]1([C:26]([F:29])([F:27])[F:28])[CH2:25][CH2:24][N:23]([C:16]([C:14]2[S:15][C:11]([C:3]3[C:2]([CH3:1])=[C:6]([C:7]([F:8])([F:9])[F:10])[O:5][N:4]=3)=[CH:12][CH:13]=2)=[O:18])[CH2:22][CH2:21]1. The yield is 0.490. (2) The catalyst is ClCCl.N1C=CC=CC=1. The product is [Cl:20][C:21]1[S:25][C:24]([S:26]([N:1]([S:26]([C:24]2[S:25][C:21]([Cl:20])=[CH:22][CH:23]=2)(=[O:28])=[O:27])[C:2]2[C:10]3[C:5](=[CH:6][CH:7]=[CH:8][C:9]=3[C:11]#[N:12])[N:4]([C:13]([O:15][C:16]([CH3:19])([CH3:18])[CH3:17])=[O:14])[N:3]=2)(=[O:28])=[O:27])=[CH:23][CH:22]=1. The reactants are [NH2:1][C:2]1[C:10]2[C:5](=[CH:6][CH:7]=[CH:8][C:9]=2[C:11]#[N:12])[N:4]([C:13]([O:15][C:16]([CH3:19])([CH3:18])[CH3:17])=[O:14])[N:3]=1.[Cl:20][C:21]1[S:25][C:24]([S:26](Cl)(=[O:28])=[O:27])=[CH:23][CH:22]=1. The yield is 0.560. (3) The reactants are [C:1]1([N:7]2[C:19](=[O:20])[C:11]3[NH:12][C:13]4[CH:14]=[CH:15][CH:16]=[CH:17][C:18]=4[C:10]=3[NH:9][C:8]2=[S:21])[CH:6]=[CH:5][CH:4]=[CH:3][CH:2]=1.[OH-].[K+].Cl[CH2:25][C:26]([OH:28])=[O:27]. The catalyst is CCO. The product is [O:20]=[C:19]1[C:11]2[NH:12][C:13]3[CH:14]=[CH:15][CH:16]=[CH:17][C:18]=3[C:10]=2[N:9]=[C:8]([S:21][CH2:25][C:26]([OH:28])=[O:27])[N:7]1[C:1]1[CH:2]=[CH:3][CH:4]=[CH:5][CH:6]=1. The yield is 0.810. (4) The reactants are [Br:1][C:2]1[CH:11]=[C:10]2[C:5]([NH:6][C@@H:7]([CH3:19])[CH2:8][N:9]2[C:12]([O:14][C:15]([CH3:18])([CH3:17])[CH3:16])=[O:13])=[CH:4][CH:3]=1.N1C=CC=CC=1.[CH:26]1([C:29](Cl)=[O:30])[CH2:28][CH2:27]1.Cl. The catalyst is ClCCl. The product is [Br:1][C:2]1[CH:11]=[C:10]2[C:5]([N:6]([C:29]([CH:26]3[CH2:28][CH2:27]3)=[O:30])[C@@H:7]([CH3:19])[CH2:8][N:9]2[C:12]([O:14][C:15]([CH3:18])([CH3:17])[CH3:16])=[O:13])=[CH:4][CH:3]=1. The yield is 0.990.